Task: Predict the reaction yield, written as a fraction of the theoretical maximum amount of product (1.0 means a 100% yield; for example, 0.34 means a 34% yield).. Dataset: Reaction yield outcomes from USPTO patents with 853,638 reactions (1) The reactants are [N+:1]([C:4]1[N:9]=[CH:8][C:7]([OH:10])=[CH:6][CH:5]=1)([O-:3])=[O:2].Cl.Cl[CH2:13][CH2:14][N:15]([CH3:17])[CH3:16].C([O-])([O-])=O.[Cs+].[Cs+]. The catalyst is CN(C=O)C. The product is [CH3:16][N:15]([CH3:17])[CH2:14][CH2:13][O:10][C:7]1[CH:8]=[N:9][C:4]([N+:1]([O-:3])=[O:2])=[CH:5][CH:6]=1. The yield is 0.610. (2) The reactants are Cl[CH2:2][C:3]1[CH:10]=[C:7]([CH:8]=[O:9])[C:6]([OH:11])=[CH:5][CH:4]=1.[CH2:12]([NH:14][CH2:15][CH3:16])[CH3:13]. The catalyst is C(#N)C. The product is [CH2:12]([N:14]([CH2:2][C:3]1[CH:10]=[C:7]([CH:8]=[O:9])[C:6]([OH:11])=[CH:5][CH:4]=1)[CH2:15][CH3:16])[CH3:13]. The yield is 0.990.